Dataset: Full USPTO retrosynthesis dataset with 1.9M reactions from patents (1976-2016). Task: Predict the reactants needed to synthesize the given product. (1) The reactants are: Cl[C:2]1[C:11]2[C:6](=[CH:7][CH:8]=[CH:9][CH:10]=2)[N:5]=[CH:4][C:3]=1[N+:12]([O-:14])=[O:13].C(N(CC)CC)C.[NH2:22][CH2:23][C:24]1([OH:28])[CH2:27][CH2:26][CH2:25]1. Given the product [N+:12]([C:3]1[CH:4]=[N:5][C:6]2[C:11]([C:2]=1[NH:22][CH2:23][C:24]1([OH:28])[CH2:27][CH2:26][CH2:25]1)=[CH:10][CH:9]=[CH:8][CH:7]=2)([O-:14])=[O:13], predict the reactants needed to synthesize it. (2) Given the product [Cl:13][C:14]1[C:15](=[O:37])[N:16]([CH3:36])[CH:17]=[C:18]([C:21]([N:23]2[CH2:28][CH2:27][CH:26]([C:29]3[CH:30]=[CH:31][C:32]([F:35])=[CH:33][CH:34]=3)[CH2:25][CH2:24]2)=[O:22])[C:19]=1[NH:1][C:2]1[CH:9]=[CH:8][C:5]([C:6]#[N:7])=[CH:4][C:3]=1[CH3:10], predict the reactants needed to synthesize it. The reactants are: [NH2:1][C:2]1[CH:9]=[CH:8][C:5]([C:6]#[N:7])=[CH:4][C:3]=1[CH3:10].[H-].[Na+].[Cl:13][C:14]1[C:15](=[O:37])[N:16]([CH3:36])[CH:17]=[C:18]([C:21]([N:23]2[CH2:28][CH2:27][CH:26]([C:29]3[CH:34]=[CH:33][C:32]([F:35])=[CH:31][CH:30]=3)[CH2:25][CH2:24]2)=[O:22])[C:19]=1Cl.O. (3) The reactants are: [F:1][C:2]1[CH:7]=[CH:6][C:5]([C:8]2[CH:9]=[CH:10][C:11]3[N:12]([C:14]([SH:17])=[N:15][N:16]=3)[CH:13]=2)=[CH:4][CH:3]=1.F[B-](F)(F)F.[N+:23]([C:26]1[CH:31]=[CH:30][C:29]([N+]#N)=[CH:28][CH:27]=1)([O-:25])=[O:24]. Given the product [F:1][C:2]1[CH:3]=[CH:4][C:5]([C:8]2[CH:9]=[CH:10][C:11]3[N:12]([C:14]([S:17][C:29]4[CH:30]=[CH:31][C:26]([N+:23]([O-:25])=[O:24])=[CH:27][CH:28]=4)=[N:15][N:16]=3)[CH:13]=2)=[CH:6][CH:7]=1, predict the reactants needed to synthesize it. (4) Given the product [C:1]([C:4]1[N:5]([C:14]2[CH:19]=[CH:18][C:17]([NH:20][C:27](=[O:28])[C:26]3[CH:30]=[CH:31][C:23]([N:22]([CH3:32])[CH3:21])=[CH:24][CH:25]=3)=[CH:16][CH:15]=2)[C:6]2[C:11]([CH:12]=1)=[CH:10][C:9]([NH:13][C:27](=[O:28])[C:26]1[CH:25]=[CH:24][C:23]([N:22]([CH3:21])[CH3:32])=[CH:31][CH:30]=1)=[CH:8][CH:7]=2)(=[O:3])[CH3:2], predict the reactants needed to synthesize it. The reactants are: [C:1]([C:4]1[N:5]([C:14]2[CH:19]=[CH:18][C:17]([NH2:20])=[CH:16][CH:15]=2)[C:6]2[C:11]([CH:12]=1)=[CH:10][C:9]([NH2:13])=[CH:8][CH:7]=2)(=[O:3])[CH3:2].[CH3:21][N:22]([CH3:32])[C:23]1[CH:31]=[CH:30][C:26]([C:27]([O-])=[O:28])=[CH:25][CH:24]=1. (5) Given the product [F:9][C:10]1[CH:15]=[C:14]([SH:16])[CH:13]=[C:12]([O:26][CH3:27])[CH:11]=1, predict the reactants needed to synthesize it. The reactants are: C1(OC)C=CC=CC=1.[F:9][C:10]1[CH:15]=[C:14]([S:16]CC2C=CC(OC)=CC=2)[CH:13]=[C:12]([O:26][CH3:27])[CH:11]=1. (6) Given the product [C:17]1([CH2:16][N:1]2[C:9]3[C:4](=[CH:5][C:6]([C:10]([O:12][CH3:13])=[O:11])=[CH:7][CH:8]=3)[CH:3]=[CH:2]2)[CH:22]=[CH:21][CH:20]=[CH:19][CH:18]=1, predict the reactants needed to synthesize it. The reactants are: [NH:1]1[C:9]2[C:4](=[CH:5][C:6]([C:10]([O:12][CH3:13])=[O:11])=[CH:7][CH:8]=2)[CH:3]=[CH:2]1.[H-].[Na+].[CH2:16](Br)[C:17]1[CH:22]=[CH:21][CH:20]=[CH:19][CH:18]=1.O.